Task: Predict the reaction yield, written as a fraction of the theoretical maximum amount of product (1.0 means a 100% yield; for example, 0.34 means a 34% yield).. Dataset: Reaction yield outcomes from USPTO patents with 853,638 reactions (1) The reactants are I[C:2]1[CH:3]=[C:4]([CH:7]=[CH:8][CH:9]=1)[CH:5]=[O:6].[Br:10][C:11]1[CH:16]=[CH:15][C:14]([S:17]([O-:19])=[O:18])=[CH:13][CH:12]=1.[Na+]. The product is [Br:10][C:11]1[CH:16]=[CH:15][C:14]([S:17]([C:2]2[CH:3]=[C:4]([CH:7]=[CH:8][CH:9]=2)[CH:5]=[O:6])(=[O:19])=[O:18])=[CH:13][CH:12]=1. The catalyst is CS(C)=O.C(OCC)(=O)C.[Cu]I. The yield is 0.350. (2) The reactants are [CH2:1]([O:3][C:4]([C:6]1[N:7]([C:19]2[CH:24]=[CH:23][C:22]([O:25][CH:26]3[CH2:30][CH2:29][CH2:28][CH2:27]3)=[CH:21][CH:20]=2)[C:8]2[C:13]([C:14]=1[Cl:15])=[CH:12][C:11](B(O)O)=[CH:10][CH:9]=2)=[O:5])[CH3:2].[Cl:31][C:32]1[CH:33]=[CH:34][C:35](OS(C(F)(F)F)(=O)=O)=[N:36][CH:37]=1.[O-]P([O-])([O-])=O.[K+].[K+].[K+].C1(P(C2CCCCC2)C2CCCCC2)CCCCC1. The catalyst is C1COCC1.CCOCC.CC([O-])=O.CC([O-])=O.[Pd+2]. The product is [CH2:1]([O:3][C:4]([C:6]1[N:7]([C:19]2[CH:24]=[CH:23][C:22]([O:25][CH:26]3[CH2:30][CH2:29][CH2:28][CH2:27]3)=[CH:21][CH:20]=2)[C:8]2[C:13]([C:14]=1[Cl:15])=[CH:12][C:11]([C:35]1[CH:34]=[CH:33][C:32]([Cl:31])=[CH:37][N:36]=1)=[CH:10][CH:9]=2)=[O:5])[CH3:2]. The yield is 0.400. (3) The reactants are [CH2:1]([N:8]1[CH2:23][CH2:22][C:11]2[NH:12][C:13]3[CH:14]=[CH:15][C:16]([C:19](O)=[O:20])=[CH:17][C:18]=3[C:10]=2[CH2:9]1)[C:2]1[CH:7]=[CH:6][CH:5]=[CH:4][CH:3]=1.CN(C(ON1N=NC2C=CC=NC1=2)=[N+](C)C)C.F[P-](F)(F)(F)(F)F.Cl.Cl.[NH2:50][CH:51]1[CH2:56][CH2:55][N:54]([CH2:57][C:58]2[CH:63]=[CH:62][C:61]([C:64]#[N:65])=[CH:60][CH:59]=2)[CH2:53][CH2:52]1.C(N(CC)CC)C.C(=O)(O)[O-].[Na+]. The catalyst is CN(C=O)C. The product is [CH2:1]([N:8]1[CH2:23][CH2:22][C:11]2[NH:12][C:13]3[CH:14]=[CH:15][C:16]([C:19]([NH:50][CH:51]4[CH2:56][CH2:55][N:54]([CH2:57][C:58]5[CH:63]=[CH:62][C:61]([C:64]#[N:65])=[CH:60][CH:59]=5)[CH2:53][CH2:52]4)=[O:20])=[CH:17][C:18]=3[C:10]=2[CH2:9]1)[C:2]1[CH:7]=[CH:6][CH:5]=[CH:4][CH:3]=1. The yield is 0.970. (4) The reactants are [C:1]([C:5]1[CH:14]=[CH:13][C:8]2[N:9]=[C:10]([NH2:12])[S:11][C:7]=2[CH:6]=1)([CH3:4])([CH3:3])[CH3:2].Br[CH:16]([CH2:21][CH3:22])[C:17]([O:19]C)=[O:18].[CH3:23][C:24]1C=CC2N=C(N)S[C:26]=2[CH:25]=1.Br[CH:35]([CH2:41][CH3:42])[C:36]([O:38]CC)=O. No catalyst specified. The product is [C:1]([C:5]1[CH:14]=[CH:13][C:8]2[N:9]([CH:16]([CH2:21][CH3:22])[C:17]([OH:19])=[O:18])[C:10](=[N:12][C:36](=[O:38])[C:35]3[CH:41]=[CH:42][C:25]([CH3:26])=[CH:24][CH:23]=3)[S:11][C:7]=2[CH:6]=1)([CH3:4])([CH3:2])[CH3:3]. The yield is 0.920. (5) The product is [C:3]([C:2]([C:6]1[CH:11]=[C:10]([CH:9]=[CH:8][N:7]=1)[C:12]([OH:13])=[O:19])([CH3:1])[CH3:5])#[N:4]. No catalyst specified. The reactants are [CH3:1][C:2]([C:6]1[CH:11]=[C:10]([CH3:12])[CH:9]=[CH:8][N:7]=1)([CH3:5])[C:3]#[N:4].[O-:13][Mn](=O)(=O)=O.[K+].[OH2:19]. The yield is 0.680. (6) The reactants are Cl[C:2]1[C:11]2[C:6](=[CH:7][C:8]([Cl:16])=[C:9]([C:12]([F:15])([F:14])[F:13])[CH:10]=2)[N:5]=[CH:4][N:3]=1.CCN(CC)CC.[N:24]1([C:30]([O:32][C:33]([CH3:36])([CH3:35])[CH3:34])=[O:31])[CH2:29][CH2:28][NH:27][CH2:26][CH2:25]1. The catalyst is ClCCl. The product is [Cl:16][C:8]1[CH:7]=[C:6]2[C:11]([C:2]([N:27]3[CH2:26][CH2:25][N:24]([C:30]([O:32][C:33]([CH3:36])([CH3:35])[CH3:34])=[O:31])[CH2:29][CH2:28]3)=[N:3][CH:4]=[N:5]2)=[CH:10][C:9]=1[C:12]([F:15])([F:14])[F:13]. The yield is 0.830.